This data is from Full USPTO retrosynthesis dataset with 1.9M reactions from patents (1976-2016). The task is: Predict the reactants needed to synthesize the given product. The reactants are: Cl[CH2:2][C:3]1[N:4]([CH3:29])[C:5]2[C:10]([N:11]=1)=[C:9]([N:12]1[CH2:17][CH2:16][O:15][CH2:14][CH2:13]1)[N:8]=[C:7]([N:18]1[C:22]3[CH:23]=[CH:24][CH:25]=[CH:26][C:21]=3[N:20]=[C:19]1[CH2:27][CH3:28])[N:6]=2.[CH3:30][S:31]([CH2:34][CH2:35][N:36]1[CH2:41][CH2:40][NH:39][CH2:38][C:37]1([CH3:43])[CH3:42])(=[O:33])=[O:32].C([O-])([O-])=O.[K+].[K+]. Given the product [CH3:42][C:37]1([CH3:43])[N:36]([CH2:35][CH2:34][S:31]([CH3:30])(=[O:32])=[O:33])[CH2:41][CH2:40][N:39]([CH2:2][C:3]2[N:4]([CH3:29])[C:5]3[C:10]([N:11]=2)=[C:9]([N:12]2[CH2:17][CH2:16][O:15][CH2:14][CH2:13]2)[N:8]=[C:7]([N:18]2[C:22]4[CH:23]=[CH:24][CH:25]=[CH:26][C:21]=4[N:20]=[C:19]2[CH2:27][CH3:28])[N:6]=3)[CH2:38]1, predict the reactants needed to synthesize it.